This data is from Forward reaction prediction with 1.9M reactions from USPTO patents (1976-2016). The task is: Predict the product of the given reaction. Given the reactants Br[C:2]1[C:3]([F:22])=[C:4]([CH:19]=[CH:20][CH:21]=1)[C:5]([NH:7][C:8]1[CH:13]=[CH:12][C:11]([O:14][C:15]([F:18])([F:17])[F:16])=[CH:10][CH:9]=1)=[O:6].[N:23]1[CH:28]=[C:27](B(O)O)[CH:26]=[N:25][CH:24]=1, predict the reaction product. The product is: [F:22][C:3]1[C:2]([C:27]2[CH:28]=[N:23][CH:24]=[N:25][CH:26]=2)=[CH:21][CH:20]=[CH:19][C:4]=1[C:5]([NH:7][C:8]1[CH:13]=[CH:12][C:11]([O:14][C:15]([F:18])([F:17])[F:16])=[CH:10][CH:9]=1)=[O:6].